The task is: Predict hERG channel inhibition at various concentrations.. This data is from hERG Central: cardiac toxicity at 1µM, 10µM, and general inhibition. (1) Results: hERG_inhib (hERG inhibition (general)): blocker. The molecule is CCn1nc(C(=O)NNC(=O)CCOc2cc(C)ccc2C)c2ccccc2c1=O. (2) Results: hERG_inhib (hERG inhibition (general)): blocker. The compound is N=c1c2c(-c3ccccc3)c(-c3ccccc3)oc2ncn1CCCN1CCOCC1. (3) The drug is Cc1noc(C)c1CSCC(=O)OCC(=O)N1CC(=O)Nc2ccccc21. Results: hERG_inhib (hERG inhibition (general)): blocker. (4) The drug is Cc1occc1C(=O)N1CCN(c2ccc([N+](=O)[O-])cc2)CC1. Results: hERG_inhib (hERG inhibition (general)): blocker.